Task: Predict the reaction yield, written as a fraction of the theoretical maximum amount of product (1.0 means a 100% yield; for example, 0.34 means a 34% yield).. Dataset: Reaction yield outcomes from USPTO patents with 853,638 reactions The reactants are Br[C:2]1[C:3]([F:14])=[C:4]2[C:8](=[CH:9][CH:10]=1)[NH:7][C:6](=[O:11])[C:5]2([CH3:13])[CH3:12].[CH3:15][N:16]1[C:20]([C:21]#[N:22])=[CH:19][CH:18]=[C:17]1B(O)O.C(=O)([O-])[O-].[K+].[K+].Cl. The catalyst is COCCOC.C1C=CC([P]([Pd]([P](C2C=CC=CC=2)(C2C=CC=CC=2)C2C=CC=CC=2)([P](C2C=CC=CC=2)(C2C=CC=CC=2)C2C=CC=CC=2)[P](C2C=CC=CC=2)(C2C=CC=CC=2)C2C=CC=CC=2)(C2C=CC=CC=2)C2C=CC=CC=2)=CC=1.O. The product is [F:14][C:3]1[C:2]([C:17]2[N:16]([CH3:15])[C:20]([C:21]#[N:22])=[CH:19][CH:18]=2)=[CH:10][CH:9]=[C:8]2[C:4]=1[C:5]([CH3:13])([CH3:12])[C:6](=[O:11])[NH:7]2. The yield is 0.0500.